Task: Predict the reactants needed to synthesize the given product.. Dataset: Full USPTO retrosynthesis dataset with 1.9M reactions from patents (1976-2016) (1) Given the product [C:20]([O:24][C:25]([N:27]1[CH2:32][CH2:31][CH:30]([C:33]2[CH:38]=[CH:37][C:36]([NH:39][C:2]3[N:19]=[C:5]4[C:6]([C:10]5[CH:15]=[CH:14][CH:13]=[C:12]([N:16]([CH3:18])[CH3:17])[CH:11]=5)=[CH:7][CH:8]=[CH:9][N:4]4[N:3]=3)=[CH:35][CH:34]=2)[CH2:29][CH2:28]1)=[O:26])([CH3:23])([CH3:21])[CH3:22], predict the reactants needed to synthesize it. The reactants are: Cl[C:2]1[N:19]=[C:5]2[C:6]([C:10]3[CH:11]=[C:12]([N:16]([CH3:18])[CH3:17])[CH:13]=[CH:14][CH:15]=3)=[CH:7][CH:8]=[CH:9][N:4]2[N:3]=1.[C:20]([O:24][C:25]([N:27]1[CH2:32][CH2:31][CH:30]([C:33]2[CH:38]=[CH:37][C:36]([NH2:39])=[CH:35][CH:34]=2)[CH2:29][CH2:28]1)=[O:26])([CH3:23])([CH3:22])[CH3:21]. (2) Given the product [C:1]([C:3]1[CH:4]=[CH:5][C:6]([O:31][CH3:32])=[C:7]([S:9]([N:12]([CH2:35][C:36]2[N:37]=[C:38]([CH3:41])[S:39][CH:40]=2)[CH2:13][CH2:14][C:15]2[CH:27]=[CH:26][C:25]([CH:28]([CH3:29])[CH3:30])=[CH:24][C:16]=2[O:17][CH2:18][C:19]([O:21][CH2:22][CH3:23])=[O:20])(=[O:10])=[O:11])[CH:8]=1)#[N:2], predict the reactants needed to synthesize it. The reactants are: [C:1]([C:3]1[CH:4]=[CH:5][C:6]([O:31][CH3:32])=[C:7]([S:9]([NH:12][CH2:13][CH2:14][C:15]2[CH:27]=[CH:26][C:25]([CH:28]([CH3:30])[CH3:29])=[CH:24][C:16]=2[O:17][CH2:18][C:19]([O:21][CH2:22][CH3:23])=[O:20])(=[O:11])=[O:10])[CH:8]=1)#[N:2].Cl.Cl[CH2:35][C:36]1[N:37]=[C:38]([CH3:41])[S:39][CH:40]=1.C(=O)([O-])[O-].[K+].[K+].C(=O)(O)[O-].[Na+]. (3) Given the product [CH:24]1[C:23]2[C:28](=[CH:29][CH:30]=[CH:31][CH:22]=2)[CH:27]=[CH:26][C:25]=1[C:5]1[C:6]2[C:11](=[CH:10][CH:9]=[CH:8][CH:7]=2)[C:2]([B:33]([OH:38])[OH:34])=[CH:3][CH:4]=1, predict the reactants needed to synthesize it. The reactants are: Br[C:2]1[C:11]2[C:6](=[CH:7][CH:8]=[CH:9][CH:10]=2)[C:5]([C:8]2[CH:9]=[CH:10][C:11]3[C:6](=[CH:5][CH:4]=[CH:3][CH:2]=3)[CH:7]=2)=[CH:4][CH:3]=1.[CH3:22][CH2:23][CH2:24][CH2:25][CH2:26][CH3:27].[CH2:28]([Li])[CH2:29][CH2:30][CH3:31].[B:33](OC(C)C)([O:38]C(C)C)[O:34]C(C)C.Cl. (4) Given the product [CH2:1]([O:8][C:9]1[CH:17]=[CH:16][C:12]([CH2:13][CH2:14][Br:38])=[CH:11][CH:10]=1)[C:2]1[CH:7]=[CH:6][CH:5]=[CH:4][CH:3]=1, predict the reactants needed to synthesize it. The reactants are: [CH2:1]([O:8][C:9]1[CH:17]=[CH:16][C:12]([CH2:13][CH2:14]O)=[CH:11][CH:10]=1)[C:2]1[CH:7]=[CH:6][CH:5]=[CH:4][CH:3]=1.C1(P(C2C=CC=CC=2)C2C=CC=CC=2)C=CC=CC=1.C(Br)(Br)(Br)[Br:38]. (5) Given the product [F:16][C:15]1[CH:14]=[C:13]([C:17]([OH:20])([CH3:18])[CH3:19])[CH:12]=[C:11]([F:21])[C:10]=1[C:4]1[S:3][C:2]([NH:1][C:23]2[CH:24]=[CH:25][C:26]([C:31]([OH:34])([CH3:33])[CH3:32])=[C:27]([CH2:29][OH:30])[N:28]=2)=[C:6]([C:7]([NH2:9])=[O:8])[CH:5]=1, predict the reactants needed to synthesize it. The reactants are: [NH2:1][C:2]1[S:3][C:4]([C:10]2[C:15]([F:16])=[CH:14][C:13]([C:17]([OH:20])([CH3:19])[CH3:18])=[CH:12][C:11]=2[F:21])=[CH:5][C:6]=1[C:7]([NH2:9])=[O:8].Cl[C:23]1[N:28]=[C:27]([CH2:29][OH:30])[C:26]([C:31]([OH:34])([CH3:33])[CH3:32])=[CH:25][CH:24]=1.